This data is from Reaction yield outcomes from USPTO patents with 853,638 reactions. The task is: Predict the reaction yield, written as a fraction of the theoretical maximum amount of product (1.0 means a 100% yield; for example, 0.34 means a 34% yield). (1) The reactants are [Cl:1][C:2]1[N:7]=[N:6][C:5]([O:8][C:9]2[C:14]([CH3:15])=[CH:13][CH:12]=[CH:11][C:10]=2[CH:16]2[CH2:18][CH2:17]2)=[C:4]([OH:19])[CH:3]=1.N1C=CC=CC=1.[C:26](Cl)(Cl)=[O:27].C1(C)C=CC=CC=1.Cl.[CH3:38][NH:39][O:40][CH3:41]. The catalyst is O.C1(C)C=CC=CC=1. The product is [CH3:41][O:40][N:39]([CH3:38])[C:26](=[O:27])[O:19][C:4]1[CH:3]=[C:2]([Cl:1])[N:7]=[N:6][C:5]=1[O:8][C:9]1[C:14]([CH3:15])=[CH:13][CH:12]=[CH:11][C:10]=1[CH:16]1[CH2:18][CH2:17]1. The yield is 0.381. (2) The reactants are [CH3:1][C:2]1[C:9]([CH2:10][C:11]2[CH:16]=[CH:15][C:14]([O:17][CH2:18][O:19][CH3:20])=[C:13]([CH:21]([CH3:23])[CH3:22])[CH:12]=2)=[C:8]([CH3:24])[CH:7]=[C:6]([OH:25])[C:3]=1[CH2:4]O. The catalyst is C(OCC)(=O)C.C(O)(=O)C.[Pd]. The product is [CH3:20][O:19][CH2:18][O:17][C:14]1[CH:15]=[CH:16][C:11]([CH2:10][C:9]2[C:8]([CH3:24])=[CH:7][C:6]([OH:25])=[C:3]([CH3:4])[C:2]=2[CH3:1])=[CH:12][C:13]=1[CH:21]([CH3:23])[CH3:22]. The yield is 1.00. (3) The reactants are Br[C:2]1[CH:7]=[N:6][C:5]([Br:8])=[CH:4][N:3]=1.[F:9][C:10]1[CH:15]=[CH:14][C:13](B(O)O)=[CH:12][CH:11]=1.C(=O)([O-])[O-].[Na+].[Na+]. The catalyst is C1(C)C=CC=CC=1.C(O)C.C1C=CC([P]([Pd]([P](C2C=CC=CC=2)(C2C=CC=CC=2)C2C=CC=CC=2)([P](C2C=CC=CC=2)(C2C=CC=CC=2)C2C=CC=CC=2)[P](C2C=CC=CC=2)(C2C=CC=CC=2)C2C=CC=CC=2)(C2C=CC=CC=2)C2C=CC=CC=2)=CC=1. The product is [Br:8][C:5]1[CH:4]=[N:3][C:2]([C:13]2[CH:14]=[CH:15][C:10]([F:9])=[CH:11][CH:12]=2)=[CH:7][N:6]=1. The yield is 0.570. (4) The reactants are [F:1][C:2]1[CH:11]=[CH:10][C:5]2[S:6][CH:7]=[C:8]([CH3:9])[C:4]=2[CH:3]=1.[Br:12]N1C(=O)CCC1=O.CCCCCC. The catalyst is C(Cl)(Cl)(Cl)Cl.C(OOC(=O)C1C=CC=CC=1)(=O)C1C=CC=CC=1. The product is [Br:12][CH2:9][C:8]1[C:4]2[CH:3]=[C:2]([F:1])[CH:11]=[CH:10][C:5]=2[S:6][CH:7]=1. The yield is 0.520. (5) The reactants are [Br:1][C:2]1[CH:7]=[CH:6][C:5]([C:8]2[C:20](=[O:21])[N:19]([CH2:22][CH3:23])[C:11]3[N:12]=[C:13](S(C)=O)[N:14]=[CH:15][C:10]=3[CH:9]=2)=[C:4]([Cl:24])[CH:3]=1.[CH3:25][N:26]1[CH2:31][CH2:30][N:29]([C:32]2[CH:38]=[CH:37][C:35]([NH2:36])=[CH:34][CH:33]=2)[CH2:28][CH2:27]1. The catalyst is ClCCl. The product is [Br:1][C:2]1[CH:7]=[CH:6][C:5]([C:8]2[C:20](=[O:21])[N:19]([CH2:22][CH3:23])[C:11]3[N:12]=[C:13]([NH:36][C:35]4[CH:34]=[CH:33][C:32]([N:29]5[CH2:28][CH2:27][N:26]([CH3:25])[CH2:31][CH2:30]5)=[CH:38][CH:37]=4)[N:14]=[CH:15][C:10]=3[CH:9]=2)=[C:4]([Cl:24])[CH:3]=1. The yield is 0.410. (6) The reactants are [F:1][C:2]1[CH:3]=[C:4]([CH:8]2[CH2:10][O:9]2)[CH:5]=[CH:6][CH:7]=1.[OH:11][C:12]1[CH:19]=[CH:18][C:15]([CH:16]=[O:17])=[CH:14][CH:13]=1.[OH-].[Na+]. The catalyst is C1(C)C=CC=CC=1. The product is [F:1][C:2]1[CH:3]=[C:4]([CH:8]([OH:9])[CH2:10][O:11][C:12]2[CH:19]=[CH:18][C:15]([CH:16]=[O:17])=[CH:14][CH:13]=2)[CH:5]=[CH:6][CH:7]=1. The yield is 0.170.